Dataset: Full USPTO retrosynthesis dataset with 1.9M reactions from patents (1976-2016). Task: Predict the reactants needed to synthesize the given product. (1) Given the product [Cl:15][CH2:3][C:4]1[C:9]([O:10][CH3:11])=[C:8]([Cl:12])[CH:7]=[CH:6][N:5]=1, predict the reactants needed to synthesize it. The reactants are: Cl.O[CH2:3][C:4]1[C:9]([O:10][CH3:11])=[C:8]([Cl:12])[CH:7]=[CH:6][N:5]=1.S(Cl)([Cl:15])=O. (2) Given the product [CH3:10][O:11][C:12]1[CH:13]=[C:14]([CH3:34])[C:15]([S:19]([N:22]2[C:31]3[C:26](=[CH:27][CH:28]=[CH:29][CH:30]=3)[CH2:25][CH2:24][C@H:23]2[CH2:32][O:33][CH2:2][C:3]([O:5][C:6]([CH3:9])([CH3:8])[CH3:7])=[O:4])(=[O:20])=[O:21])=[C:16]([CH3:18])[CH:17]=1, predict the reactants needed to synthesize it. The reactants are: Br[CH2:2][C:3]([O:5][C:6]([CH3:9])([CH3:8])[CH3:7])=[O:4].[CH3:10][O:11][C:12]1[CH:17]=[C:16]([CH3:18])[C:15]([S:19]([N:22]2[C:31]3[C:26](=[CH:27][CH:28]=[CH:29][CH:30]=3)[CH2:25][CH2:24][C@H:23]2[CH2:32][OH:33])(=[O:21])=[O:20])=[C:14]([CH3:34])[CH:13]=1. (3) Given the product [CH3:13][C:9]1([CH3:12])[CH:8]2[CH:10]1[CH2:11][NH:6][CH:7]2[C:14]([NH2:31])=[O:16], predict the reactants needed to synthesize it. The reactants are: CC(C)(C)[C@H](NC1C=CC=C(C(F)(F)F)C=1)C([N:6]1[CH2:11][C@H:10]2[C@H:8]([C:9]2([CH3:13])[CH3:12])[C@H:7]1[C:14]([OH:16])=O)=O.Cl[NH:31]C(CC1CCC1)C(=O)C(N)=O.Cl.C(N=C=NCCCN(C)C)C.O.ON1C2C=CC=CC=2N=N1.CN1CCOCC1.OS([O-])(=O)=O.[K+].